Predict the reactants needed to synthesize the given product. From a dataset of Retrosynthesis with 50K atom-mapped reactions and 10 reaction types from USPTO. (1) The reactants are: CCc1c(CCN2CCN(C(=O)OC(C)(C)C)CC2)ccc2c1COC2=O.Cc1c(CCN2CCNCC2)ccc2c1COC2=O. Given the product CCc1c(CCN2CCNCC2)ccc2c1COC2=O, predict the reactants needed to synthesize it. (2) Given the product CC(=O)Nc1ccc(F)c(F)c1, predict the reactants needed to synthesize it. The reactants are: CC(=O)Cl.Nc1ccc(F)c(F)c1. (3) Given the product C[C@H](NC(=O)c1c(CN2CCNCC2=O)c(-c2ccccc2)nc2ccc(F)cc12)C1CCCCC1, predict the reactants needed to synthesize it. The reactants are: CC(NC(=O)c1c(CN2CCN(C(=O)OC(C)(C)C)CC2=O)c(-c2ccccc2)nc2ccc(F)cc12)C1CCCCC1. (4) Given the product NCCSCc1csc(=NC2NCCN2)[nH]1, predict the reactants needed to synthesize it. The reactants are: ClCc1csc(=NC2NCCN2)[nH]1.NCCS. (5) Given the product COc1ccccc1N1CCN(CCC(C)(C(=O)C2CCCCC2)c2ccccc2)CC1, predict the reactants needed to synthesize it. The reactants are: CC(CC=O)(C(=O)C1CCCCC1)c1ccccc1.COc1ccccc1N1CCNCC1.